From a dataset of Forward reaction prediction with 1.9M reactions from USPTO patents (1976-2016). Predict the product of the given reaction. (1) Given the reactants [C:1]([O:5][C:6]([NH:8][C:9]1(/[CH:17]=[CH:18]/[C:19]2[CH:24]=[CH:23][C:22]([C:25]#[C:26][CH2:27][CH2:28][CH2:29][O:30]CC3C=CC=CC=3)=[CH:21][CH:20]=2)[CH2:14][O:13][C:12]([CH3:16])([CH3:15])[O:11][CH2:10]1)=[O:7])([CH3:4])([CH3:3])[CH3:2].COC(OC)(C)C, predict the reaction product. The product is: [C:1]([O:5][C:6]([NH:8][C:9]1([CH2:17][CH2:18][C:19]2[CH:20]=[CH:21][C:22]([CH2:25][CH2:26][CH2:27][CH2:28][CH2:29][OH:30])=[CH:23][CH:24]=2)[CH2:10][O:11][C:12]([CH3:16])([CH3:15])[O:13][CH2:14]1)=[O:7])([CH3:4])([CH3:3])[CH3:2]. (2) Given the reactants [CH3:1][O:2][C:3]1[CH:4]=[C:5]2[C:10](=[CH:11][CH:12]=1)[CH:9]=[C:8]([C:13](=O)[CH2:14][CH2:15][CH2:16][CH2:17][CH2:18][CH3:19])[CH:7]=[CH:6]2.[C:21]1([NH:27]N)[CH:26]=[CH:25][CH:24]=[CH:23][CH:22]=1.C1(C)C=CC(S(O)(=O)=O)=CC=1.N1C2C(=CC=CC=2)C=C1, predict the reaction product. The product is: [CH3:1][O:2][C:3]1[CH:4]=[C:5]2[C:10](=[CH:11][CH:12]=1)[CH:9]=[C:8]([C:13]1[NH:27][C:21]3[C:26]([C:14]=1[CH2:15][CH2:16][CH2:17][CH2:18][CH3:19])=[CH:25][CH:24]=[CH:23][CH:22]=3)[CH:7]=[CH:6]2. (3) Given the reactants [Si:1]([O:8][CH2:9][CH2:10][NH:11][CH2:12][C@@H:13]([NH:17][C:18]1[CH:23]=[CH:22][N:21]2[N:24]=[CH:25][C:26]([C:27]3[CH:32]=[CH:31][C:30]([C:33]4[N:34]([CH2:38][O:39][CH2:40][CH2:41][Si:42]([CH3:45])([CH3:44])[CH3:43])[CH:35]=[CH:36][N:37]=4)=[CH:29][CH:28]=3)=[C:20]2[N:19]=1)[CH:14]([CH3:16])[CH3:15])([C:4]([CH3:7])([CH3:6])[CH3:5])([CH3:3])[CH3:2].C(N(C(C)C)CC)(C)C.Cl[C:56](OC(Cl)(Cl)Cl)=[O:57], predict the reaction product. The product is: [Si:1]([O:8][CH2:9][CH2:10][N:11]1[CH2:12][C@H:13]([CH:14]([CH3:16])[CH3:15])[N:17]([C:18]2[CH:23]=[CH:22][N:21]3[N:24]=[CH:25][C:26]([C:27]4[CH:28]=[CH:29][C:30]([C:33]5[N:34]([CH2:38][O:39][CH2:40][CH2:41][Si:42]([CH3:44])([CH3:45])[CH3:43])[CH:35]=[CH:36][N:37]=5)=[CH:31][CH:32]=4)=[C:20]3[N:19]=2)[C:56]1=[O:57])([C:4]([CH3:7])([CH3:6])[CH3:5])([CH3:3])[CH3:2]. (4) Given the reactants O.O.[Sn](Cl)(Cl)(Cl)Cl.[F:8][CH:9]([F:24])[O:10][C:11]1[CH:16]=[CH:15][C:14]([N+:17]([O-])=O)=[CH:13][C:12]=1[O:20][CH:21]([CH3:23])[CH3:22].[OH-].[Na+], predict the reaction product. The product is: [F:8][CH:9]([F:24])[O:10][C:11]1[CH:16]=[CH:15][C:14]([NH2:17])=[CH:13][C:12]=1[O:20][CH:21]([CH3:22])[CH3:23]. (5) Given the reactants [Cl:1][C:2]1[CH:3]=[C:4]([C:9]2[CH:14]=[CH:13][C:12]([S:15](Cl)(=[O:17])=[O:16])=[CH:11][CH:10]=2)[CH:5]=[CH:6][C:7]=1[Cl:8].[NH2:19][C:20]1[CH:21]=[C:22]([C:26]2[NH:30][N:29]=[N:28][N:27]=2)[CH:23]=[CH:24][CH:25]=1, predict the reaction product. The product is: [Cl:1][C:2]1[CH:3]=[C:4]([C:9]2[CH:14]=[CH:13][C:12]([S:15]([NH:19][C:20]3[CH:25]=[CH:24][CH:23]=[C:22]([C:26]4[NH:30][N:29]=[N:28][N:27]=4)[CH:21]=3)(=[O:17])=[O:16])=[CH:11][CH:10]=2)[CH:5]=[CH:6][C:7]=1[Cl:8].